Dataset: Reaction yield outcomes from USPTO patents with 853,638 reactions. Task: Predict the reaction yield, written as a fraction of the theoretical maximum amount of product (1.0 means a 100% yield; for example, 0.34 means a 34% yield). (1) The reactants are Cl[C:2]1[N:10]=[C:9]2[C:5]([N:6]=[C:7]([CH2:12][CH2:13][N:14]3[CH:19]4[CH2:20][CH2:21][CH:15]3[CH2:16][O:17][CH2:18]4)[N:8]2[CH3:11])=[C:4]([N:22]2[CH2:27][CH2:26][O:25][CH2:24][CH2:23]2)[N:3]=1.[CH2:28]([C:30]1[NH:31][C:32]2[CH:38]=[CH:37][CH:36]=[CH:35][C:33]=2[N:34]=1)[CH3:29].CC(C1C=C(C(C)C)C(C2C=CC=CC=2P(C2CCCCC2)C2CCCCC2)=C(C(C)C)C=1)C.C([O-])([O-])=O.[Cs+].[Cs+]. The catalyst is O1CCOCC1.C1C=CC(/C=C/C(/C=C/C2C=CC=CC=2)=O)=CC=1.C1C=CC(/C=C/C(/C=C/C2C=CC=CC=2)=O)=CC=1.C1C=CC(/C=C/C(/C=C/C2C=CC=CC=2)=O)=CC=1.[Pd].[Pd]. The product is [CH2:28]([C:30]1[N:31]([C:2]2[N:10]=[C:9]3[C:5]([N:6]=[C:7]([CH2:12][CH2:13][N:14]4[CH:19]5[CH2:20][CH2:21][CH:15]4[CH2:16][O:17][CH2:18]5)[N:8]3[CH3:11])=[C:4]([N:22]3[CH2:23][CH2:24][O:25][CH2:26][CH2:27]3)[N:3]=2)[C:32]2[CH:38]=[CH:37][CH:36]=[CH:35][C:33]=2[N:34]=1)[CH3:29]. The yield is 0.520. (2) The reactants are CO[C:3](OC)([CH3:5])[CH3:4].[CH2:8]([O:15][CH2:16][C:17]([CH3:24])([CH3:23])[C@@H:18]([OH:22])[CH2:19][CH2:20][OH:21])[C:9]1[CH:14]=[CH:13][CH:12]=[CH:11][CH:10]=1. The catalyst is C(Cl)Cl.C(=O)(O)[O-].[Na+].C12(CS(O)(=O)=O)C(C)(C)C(CC1)CC2=O. The product is [CH3:23][C:17]([C@@H:18]1[CH2:19][CH2:20][O:21][C:3]([CH3:5])([CH3:4])[O:22]1)([CH3:24])[CH2:16][O:15][CH2:8][C:9]1[CH:14]=[CH:13][CH:12]=[CH:11][CH:10]=1. The yield is 0.820. (3) The catalyst is O1CCOCC1. The product is [CH3:30][O:29][C:25]1[CH:24]=[C:23]([C:21](=[O:22])[CH2:20][C:7]([C:6]2[CH:12]=[CH:13][C:14]([O:18][CH3:19])=[C:15]([O:16][CH3:17])[C:5]=2[O:4][CH3:3])=[O:9])[CH:28]=[CH:27][CH:26]=1. The yield is 0.330. The reactants are [H-].[Na+].[CH3:3][O:4][C:5]1[C:15]([O:16][CH3:17])=[C:14]([O:18][CH3:19])[CH:13]=[CH:12][C:6]=1[C:7]([O:9]CC)=O.[CH3:20][C:21]([C:23]1[CH:28]=[CH:27][CH:26]=[C:25]([O:29][CH3:30])[CH:24]=1)=[O:22]. (4) The reactants are [CH3:1][O:2][C:3]1[CH:24]=[CH:23][C:6]([CH2:7][NH:8][C:9](=[O:22])[C@@H:10]([NH:14]C(=O)OC(C)(C)C)[CH:11]([CH3:13])[CH3:12])=[CH:5][CH:4]=1.FC(F)(F)C(O)=O. The yield is 0.730. The product is [NH2:14][C@@H:10]([CH:11]([CH3:13])[CH3:12])[C:9]([NH:8][CH2:7][C:6]1[CH:5]=[CH:4][C:3]([O:2][CH3:1])=[CH:24][CH:23]=1)=[O:22]. The catalyst is ClCCl. (5) The reactants are [CH3:1][N:2]([C:4]([O:6][C:7]([CH3:10])([CH3:9])[CH3:8])=[O:5])[NH2:3].[CH2:11]([O:18][C:19](Cl)=[O:20])[C:12]1[CH:17]=[CH:16][CH:15]=[CH:14][CH:13]=1. The catalyst is C(Cl)(Cl)Cl.[OH-].[Na+]. The product is [CH3:1][N:2]([C:4]([O:6][C:7]([CH3:10])([CH3:9])[CH3:8])=[O:5])[NH:3][C:19]([O:18][CH2:11][C:12]1[CH:17]=[CH:16][CH:15]=[CH:14][CH:13]=1)=[O:20]. The yield is 1.00.